This data is from Full USPTO retrosynthesis dataset with 1.9M reactions from patents (1976-2016). The task is: Predict the reactants needed to synthesize the given product. (1) Given the product [CH2:1]([N:8]([CH3:26])[C:9]1[CH:10]=[C:11]([NH:19][CH:20]2[CH2:25][CH2:24][N:23]([CH2:27][CH3:28])[CH2:22][CH2:21]2)[C:12]2[N:13]([C:15]([CH3:18])=[N:16][N:17]=2)[N:14]=1)[C:2]1[CH:7]=[CH:6][CH:5]=[CH:4][CH:3]=1, predict the reactants needed to synthesize it. The reactants are: [CH2:1]([N:8]([CH3:26])[C:9]1[CH:10]=[C:11]([NH:19][CH:20]2[CH2:25][CH2:24][NH:23][CH2:22][CH2:21]2)[C:12]2[N:13]([C:15]([CH3:18])=[N:16][N:17]=2)[N:14]=1)[C:2]1[CH:7]=[CH:6][CH:5]=[CH:4][CH:3]=1.[C:27](O)(=O)[CH3:28].C(=O)C. (2) Given the product [Br:1][C:2]1[CH:7]=[CH:6][C:5]([C:8]2[NH:16][N:12]=[C:10]([CH3:11])[CH:9]=2)=[CH:4][CH:3]=1, predict the reactants needed to synthesize it. The reactants are: [Br:1][C:2]1[CH:7]=[CH:6][C:5]([C:8](=O)[CH:9]=[C:10]([N:12](C)C)[CH3:11])=[CH:4][CH:3]=1.[NH2:16]N. (3) Given the product [C:1]([C:3]1[CH:8]=[CH:7][C:6]([C:9]2[N:10]=[C:11]([C@@H:14]([NH:22][C:23](=[O:30])[C:24]3[CH:25]=[CH:26][CH:27]=[CH:28][CH:29]=3)[CH2:15][C:16]3[CH:21]=[CH:20][CH:19]=[CH:18][CH:17]=3)[N:12]([CH2:37][CH3:38])[CH:13]=2)=[CH:5][CH:4]=1)#[N:2], predict the reactants needed to synthesize it. The reactants are: [C:1]([C:3]1[CH:8]=[CH:7][C:6]([C:9]2[N:10]=[C:11]([C@@H:14]([NH:22][C:23](=[O:30])[C:24]3[CH:29]=[CH:28][CH:27]=[CH:26][CH:25]=3)[CH2:15][C:16]3[CH:21]=[CH:20][CH:19]=[CH:18][CH:17]=3)[NH:12][CH:13]=2)=[CH:5][CH:4]=1)#[N:2].C(=O)([O-])[O-].[K+].[K+].[CH2:37](I)[CH3:38]. (4) Given the product [NH2:14][C@@H:4]([CH2:5][C:6]1[CH:7]=[C:8]([F:13])[CH:9]=[C:10]([F:12])[CH:11]=1)[C:3]([O:2][CH3:1])=[O:22], predict the reactants needed to synthesize it. The reactants are: [CH3:1][O:2][C:3](=[O:22])[C@@H:4]([NH:14]C(OC(C)(C)C)=O)[CH2:5][C:6]1[CH:11]=[C:10]([F:12])[CH:9]=[C:8]([F:13])[CH:7]=1.C(OC(N[C@@H](CC1C=C(F)C=C(F)C=1)C(OC)=O)=O)C1C=CC=CC=1.Cl.C(=O)(O)[O-].[Na+]. (5) Given the product [ClH:33].[ClH:33].[ClH:33].[CH3:1][C:2]1[S:11][C:10]2[NH:9][C:8]3[CH:12]=[CH:13][CH:14]=[CH:15][C:7]=3[N:6]=[C:5]([N:16]3[CH2:21][CH2:20][N:19]([CH3:32])[C@@H:18]([CH2:22][CH2:23][C:24]4[CH:29]=[CH:28][CH:27]=[CH:26][N:25]=4)[CH2:17]3)[C:4]=2[CH:3]=1, predict the reactants needed to synthesize it. The reactants are: [CH3:1][C:2]1[S:11][C:10]2[NH:9][C:8]3[CH:12]=[CH:13][CH:14]=[CH:15][C:7]=3[N:6]=[C:5]([N:16]3[CH2:21][CH2:20][NH:19][C@@H:18]([CH2:22][CH2:23][C:24]4[CH:29]=[CH:28][CH:27]=[CH:26][N:25]=4)[CH2:17]3)[C:4]=2[CH:3]=1.C=O.[CH2:32](Cl)[Cl:33].C(O[BH-](OC(=O)C)OC(=O)C)(=O)C.[Na+]. (6) Given the product [F:33][C:29]1[CH:30]=[CH:31][CH:32]=[C:2]([F:1])[C:3]=1[C:4]([NH:6][C:7]1[C:8]([C:18]2[NH:19][C:20]([C:24]([F:25])([F:26])[F:27])=[C:21]([CH3:23])[N:22]=2)=[N:9][NH:10][CH:11]=1)=[O:5], predict the reactants needed to synthesize it. The reactants are: [F:1][C:2]1[CH:32]=[CH:31][CH:30]=[C:29]([F:33])[C:3]=1[C:4]([NH:6][C:7]1[C:8]([C:18]2[N:19](O)[C:20]([C:24]([F:27])([F:26])[F:25])=[C:21]([CH3:23])[N:22]=2)=[N:9][N:10](C2CCCCO2)[CH:11]=1)=[O:5]. (7) Given the product [N:10]1[C:11]2[C:6](=[CH:5][CH:4]=[CH:3][C:2]=2[NH:1][S:21]([C:16]2[C:15]([N+:12]([O-:14])=[O:13])=[CH:20][CH:19]=[CH:18][N:17]=2)(=[O:23])=[O:22])[CH:7]=[CH:8][CH:9]=1, predict the reactants needed to synthesize it. The reactants are: [NH2:1][C:2]1[CH:3]=[CH:4][CH:5]=[C:6]2[C:11]=1[N:10]=[CH:9][CH:8]=[CH:7]2.[N+:12]([C:15]1[C:16]([S:21](Cl)(=[O:23])=[O:22])=[N:17][CH:18]=[CH:19][CH:20]=1)([O-:14])=[O:13].N1C=CC=CC=1. (8) Given the product [C:24]([O:27][CH2:1][C:2]1[C:11]2[C:6](=[CH:7][CH:8]=[CH:9][CH:10]=2)[C:5]([C:12]([O:14][CH3:15])=[O:13])=[CH:4][CH:3]=1)(=[O:26])[CH3:25], predict the reactants needed to synthesize it. The reactants are: [CH3:1][C:2]1[C:11]2[C:6](=[CH:7][CH:8]=[CH:9][CH:10]=2)[C:5]([C:12]([O:14][CH3:15])=[O:13])=[CH:4][CH:3]=1.BrN1C(=O)CCC1=O.[C:24]([O-:27])(=[O:26])[CH3:25].[Na+].